Task: Predict the product of the given reaction.. Dataset: Forward reaction prediction with 1.9M reactions from USPTO patents (1976-2016) (1) Given the reactants C(OC(=O)C(OC1C=C(O)C=CC=1CCCC)(C)C)C.C(=O)([O-])[O-].[K+].[K+].C([O:29][C:30](=[O:66])[C:31]([O:34][C:35]1[CH:40]=[C:39]([O:41][CH2:42][CH2:43][C:44]2[N:45]=[C:46]([C:50]3[CH:55]=[CH:54][C:53]([C:56]4[CH:61]=[CH:60][CH:59]=[CH:58][CH:57]=4)=[CH:52][CH:51]=3)[O:47][C:48]=2[CH3:49])[CH:38]=[CH:37][C:36]=1[CH2:62][CH2:63][CH2:64][CH3:65])([CH3:33])[CH3:32])C.[OH-].[Na+], predict the reaction product. The product is: [C:53]1([C:56]2[CH:57]=[CH:58][CH:59]=[CH:60][CH:61]=2)[CH:52]=[CH:51][C:50]([C:46]2[O:47][C:48]([CH3:49])=[C:44]([CH2:43][CH2:42][O:41][C:39]3[CH:38]=[CH:37][C:36]([CH2:62][CH2:63][CH2:64][CH3:65])=[C:35]([CH:40]=3)[O:34][C:31]([CH3:32])([CH3:33])[C:30]([OH:66])=[O:29])[N:45]=2)=[CH:55][CH:54]=1. (2) Given the reactants [CH3:1][C:2]1[C:3]([N:8]([CH3:10])[CH3:9])=[N:4][CH:5]=[CH:6][CH:7]=1.C([Li])CCC.B(OC)(OC)[O:17]C.OO, predict the reaction product. The product is: [OH:17][CH2:1][C:2]1[C:3]([N:8]([CH3:10])[CH3:9])=[N:4][CH:5]=[CH:6][CH:7]=1. (3) Given the reactants Cl[C:2]1[N:7]2[N:8]=[CH:9][CH:10]=[C:6]2[N:5]=[C:4]([C:11]2[CH:16]=[CH:15][C:14]([Cl:17])=[CH:13][CH:12]=2)[CH:3]=1.[Cl-].[CH2:19]([Zn+])[CH3:20].C1[CH2:26][O:25]CC1.[CH2:27]([Mg]Cl)[CH3:28].C1C[O:34]CC1.[Cl-].[NH4+], predict the reaction product. The product is: [CH2:27]([C:9]1[C:10]([C:26]([OH:25])=[O:34])=[C:6]2[N:5]=[C:4]([C:11]3[CH:16]=[CH:15][C:14]([Cl:17])=[CH:13][CH:12]=3)[CH:3]=[C:2]([CH2:19][CH3:20])[N:7]2[N:8]=1)[CH3:28]. (4) Given the reactants [Cl:1][C:2]1[CH:7]=[CH:6][CH:5]=[CH:4][C:3]=1[OH:8].C(=O)([O-])[O-].[K+].[K+].Cl[C:16]1[N:21]=[C:20]([C:22]2[CH:23]=[N:24][C:25]([Cl:28])=[CH:26][CH:27]=2)[CH:19]=[CH:18][C:17]=1[CH:29]=[O:30], predict the reaction product. The product is: [Cl:28][C:25]1[N:24]=[CH:23][C:22]([C:20]2[CH:19]=[CH:18][C:17]([CH:29]=[O:30])=[C:16]([O:8][C:3]3[CH:4]=[CH:5][CH:6]=[CH:7][C:2]=3[Cl:1])[N:21]=2)=[CH:27][CH:26]=1. (5) Given the reactants [F:1][C:2]1[CH:7]=[C:6]([N+:8]([O-])=O)[CH:5]=[C:4]([F:11])[C:3]=1[N:12]1[CH2:17][CH2:16][N:15]([C:18]2[NH:19][C:20](=[O:28])[C:21]3[CH:26]=[N:25][N:24]([CH3:27])[C:22]=3[N:23]=2)[CH2:14][CH2:13]1, predict the reaction product. The product is: [NH2:8][C:6]1[CH:5]=[C:4]([F:11])[C:3]([N:12]2[CH2:13][CH2:14][N:15]([C:18]3[NH:19][C:20](=[O:28])[C:21]4[CH:26]=[N:25][N:24]([CH3:27])[C:22]=4[N:23]=3)[CH2:16][CH2:17]2)=[C:2]([F:1])[CH:7]=1. (6) Given the reactants Br[C:2]1[CH:3]=[CH:4][C:5]([C:8]([O:10][CH3:11])=[O:9])=[N:6][CH:7]=1.CC1(C)C(C)(C)OC([C:20]2[CH2:25][CH2:24][N:23]([C:26]([O:28][C:29]([CH3:32])([CH3:31])[CH3:30])=[O:27])[CH2:22][CH:21]=2)O1.C([O-])([O-])=O.[K+].[K+], predict the reaction product. The product is: [C:29]([O:28][C:26]([N:23]1[CH2:22][CH:21]=[C:20]([C:2]2[CH:3]=[CH:4][C:5]([C:8]([O:10][CH3:11])=[O:9])=[N:6][CH:7]=2)[CH2:25][CH2:24]1)=[O:27])([CH3:32])([CH3:30])[CH3:31]. (7) Given the reactants [NH2:1][N:2]1[N:11]=[C:10]([N:12]2[CH2:17][CH2:16][O:15][CH2:14][CH2:13]2)[C:9]2[C:4](=[CH:5][CH:6]=[CH:7][CH:8]=2)[C:3]1=[O:18].[F:19][C:20]1[CH:25]=[CH:24][C:23]([F:26])=[CH:22][C:21]=1[CH2:27][C:28](O)=[O:29], predict the reaction product. The product is: [F:19][C:20]1[CH:25]=[CH:24][C:23]([F:26])=[CH:22][C:21]=1[CH2:27][C:28]([NH:1][N:2]1[N:11]=[C:10]([N:12]2[CH2:17][CH2:16][O:15][CH2:14][CH2:13]2)[C:9]2[C:4](=[CH:5][CH:6]=[CH:7][CH:8]=2)[C:3]1=[O:18])=[O:29].